From a dataset of Reaction yield outcomes from USPTO patents with 853,638 reactions. Predict the reaction yield, written as a fraction of the theoretical maximum amount of product (1.0 means a 100% yield; for example, 0.34 means a 34% yield). (1) The reactants are [O:1]([C:8]1[CH:13]=[CH:12][C:11]([NH2:14])=[CH:10][CH:9]=1)[C:2]1[CH:7]=[CH:6][CH:5]=[CH:4][CH:3]=1.[CH3:15][CH2:16][N:17](C(C)C)C(C)C.BrCC#N. The catalyst is C1COCC1.O. The product is [O:1]([C:8]1[CH:9]=[CH:10][C:11]([NH:14][CH2:15][C:16]#[N:17])=[CH:12][CH:13]=1)[C:2]1[CH:7]=[CH:6][CH:5]=[CH:4][CH:3]=1. The yield is 0.768. (2) The reactants are Cl[C:2]1[CH:31]=[CH:30][CH:29]=[CH:28][C:3]=1[C:4]([NH:6][C:7]1[CH:12]=[CH:11][C:10]([C:13]2[S:17][C:16]([CH2:18][CH2:19][NH:20][S:21]([C:24]([F:27])([F:26])[F:25])(=[O:23])=[O:22])=[N:15][CH:14]=2)=[CH:9][CH:8]=1)=[O:5].NC1C=CC(C2SC(CCNS([C:50]([F:53])([F:52])[F:51])(=O)=O)=NC=2)=CC=1.FC(F)(F)C1C=CC(C(Cl)=O)=CC=1. No catalyst specified. The product is [F:51][C:50]([F:53])([F:52])[C:30]1[CH:29]=[CH:28][C:3]([C:4]([NH:6][C:7]2[CH:12]=[CH:11][C:10]([C:13]3[S:17][C:16]([CH2:18][CH2:19][NH:20][S:21]([C:24]([F:27])([F:26])[F:25])(=[O:23])=[O:22])=[N:15][CH:14]=3)=[CH:9][CH:8]=2)=[O:5])=[CH:2][CH:31]=1. The yield is 0.420. (3) The reactants are [N:1]1[CH:6]=[CH:5][CH:4]=[C:3]([NH:7][C:8]([C:10]2[CH:18]=[C:17]3[C:13]([CH:14]=[C:15]4[C:22](=O)[CH2:21][CH2:20][CH2:19][N:16]43)=[CH:12][CH:11]=2)=[O:9])[CH:2]=1.Cl.[NH2:25][OH:26].N1C=CC=CC=1. The catalyst is CO.O. The product is [N:1]1[CH:6]=[CH:5][CH:4]=[C:3]([NH:7][C:8]([C:10]2[CH:18]=[C:17]3[C:13]([CH:14]=[C:15]4[C:22](=[N:25][OH:26])[CH2:21][CH2:20][CH2:19][N:16]43)=[CH:12][CH:11]=2)=[O:9])[CH:2]=1. The yield is 0.780.